Dataset: Full USPTO retrosynthesis dataset with 1.9M reactions from patents (1976-2016). Task: Predict the reactants needed to synthesize the given product. (1) Given the product [O:5]=[C:4]([CH:6]1[C:11]([CH3:12])([CH3:13])[CH2:10][CH:9]=[CH:8][CH:7]1[CH3:14])[CH2:3][CH:2]([S:17][CH2:16][C:15]([O:19][CH2:20][CH:21]([OH:22])[CH2:23][OH:24])=[O:18])[CH3:1], predict the reactants needed to synthesize it. The reactants are: [CH3:1]/[CH:2]=[CH:3]/[C:4]([CH:6]1[C:11]([CH3:13])([CH3:12])[CH2:10][CH:9]=[CH:8][CH:7]1[CH3:14])=[O:5].[C:15]([O:19][CH2:20][CH:21]([CH2:23][OH:24])[OH:22])(=[O:18])[CH2:16][SH:17]. (2) Given the product [NH2:9][C:10]1[CH:17]=[CH:16][CH:15]=[C:14]([C:3]2[CH:4]=[CH:5][O:1][CH:2]=2)[C:11]=1[C:12]#[N:13], predict the reactants needed to synthesize it. The reactants are: [O:1]1[CH:5]=[CH:4][C:3](B(O)O)=[CH:2]1.[NH2:9][C:10]1[CH:17]=[CH:16][CH:15]=[C:14](Br)[C:11]=1[C:12]#[N:13]. (3) Given the product [NH4+:4].[OH-:3].[C:1]([NH:4][C:5]1[N:23]([C@@H:24]2[CH2:25][CH2:26][C@H:27]([C:30]([NH:32][CH:33]([CH3:35])[CH3:34])=[O:31])[CH2:28][CH2:29]2)[C:9]2[CH:10]=[C:11]([O:14][CH2:15][CH2:16][N:17]3[CH2:22][CH2:21][CH2:20][CH2:19][CH2:18]3)[N:12]=[CH:13][C:8]=2[N:7]=1)(=[O:3])[CH3:2], predict the reactants needed to synthesize it. The reactants are: [C:1]([N:4]=[C:5]=S)(=[O:3])[CH3:2].[NH2:7][C:8]1[C:9]([NH:23][C@@H:24]2[CH2:29][CH2:28][C@H:27]([C:30]([NH:32][CH:33]([CH3:35])[CH3:34])=[O:31])[CH2:26][CH2:25]2)=[CH:10][C:11]([O:14][CH2:15][CH2:16][N:17]2[CH2:22][CH2:21][CH2:20][CH2:19][CH2:18]2)=[N:12][CH:13]=1.NC(N)=S.C(Cl)CCl.CCN(C(C)C)C(C)C. (4) Given the product [CH3:15][N:16]([CH3:22])[CH2:17][CH2:18][CH2:19][N:20]([CH3:21])[C:2]1[C:3]([NH2:12])=[CH:4][C:5]([C:8]([F:11])([F:10])[F:9])=[CH:6][CH:7]=1, predict the reactants needed to synthesize it. The reactants are: F[C:2]1[CH:7]=[CH:6][C:5]([C:8]([F:11])([F:10])[F:9])=[CH:4][C:3]=1[N+:12]([O-])=O.[CH3:15][N:16]([CH3:22])[CH2:17][CH2:18][CH2:19][NH:20][CH3:21].C([O-])(O)=O.[Na+]. (5) Given the product [CH2:1]([O:3][C:4](=[O:28])[CH2:5][C:6]1[CH:11]=[CH:10][C:9]([O:12][CH3:13])=[C:8]([O:14][C:15]2[CH:20]=[CH:19][C:18]([NH:21][C:33](=[O:34])[C:32]3[CH:36]=[CH:37][CH:38]=[C:30]([F:29])[CH:31]=3)=[CH:17][C:16]=2[CH2:22][S:23][C:24]([CH3:27])([CH3:26])[CH3:25])[CH:7]=1)[CH3:2], predict the reactants needed to synthesize it. The reactants are: [CH2:1]([O:3][C:4](=[O:28])[CH2:5][C:6]1[CH:11]=[CH:10][C:9]([O:12][CH3:13])=[C:8]([O:14][C:15]2[CH:20]=[CH:19][C:18]([NH2:21])=[CH:17][C:16]=2[CH2:22][S:23][C:24]([CH3:27])([CH3:26])[CH3:25])[CH:7]=1)[CH3:2].[F:29][C:30]1[CH:31]=[C:32]([CH:36]=[CH:37][CH:38]=1)[C:33](Cl)=[O:34]. (6) Given the product [CH2:12]([O:11][C:4]1[C:5]([OH:10])=[C:6]([CH:9]=[C:2]([C:16]2[CH:17]=[CH:18][O:14][CH:15]=2)[CH:3]=1)[CH:7]=[O:8])[CH3:13], predict the reactants needed to synthesize it. The reactants are: Br[C:2]1[CH:3]=[C:4]([O:11][CH2:12][CH3:13])[C:5]([OH:10])=[C:6]([CH:9]=1)[CH:7]=[O:8].[O:14]1[CH:18]=[CH:17][C:16](B(O)O)=[CH:15]1. (7) Given the product [CH:5]12[O:1][CH:2]([CH:13]=[CH:14]1)[CH2:3][CH:4]2[C:6]([OH:10])=[O:9], predict the reactants needed to synthesize it. The reactants are: [O:1]1[CH:5]=[CH:4][CH:3]=[CH:2]1.[C:6]([OH:10])(=[O:9])C=C.B.O1CC[CH2:14][CH2:13]1.